The task is: Predict the reactants needed to synthesize the given product.. This data is from Full USPTO retrosynthesis dataset with 1.9M reactions from patents (1976-2016). (1) Given the product [CH2:6]([NH:5][C:3](=[O:4])[CH2:2][NH:8][C:9]1[CH:14]=[CH:13][CH:12]=[CH:11][CH:10]=1)[CH3:7], predict the reactants needed to synthesize it. The reactants are: Cl[CH2:2][C:3]([NH:5][CH2:6][CH3:7])=[O:4].[NH2:8][C:9]1[CH:14]=[CH:13][CH:12]=[CH:11][CH:10]=1. (2) Given the product [F:1][C:2]1[CH:7]=[CH:6][C:5]([CH:8]([C:11](=[O:13])[CH3:12])[C:9]#[N:10])=[CH:4][CH:3]=1, predict the reactants needed to synthesize it. The reactants are: [F:1][C:2]1[CH:7]=[CH:6][C:5]([CH2:8][C:9]#[N:10])=[CH:4][CH:3]=1.[C:11](OCC)(=[O:13])[CH3:12].[O-]CC.[Na+].[Na]. (3) Given the product [CH3:14][C:15]([C:19]1[N:23]([CH2:24][CH:25]2[CH2:30][CH2:29][O:28][CH2:27][CH2:26]2)[C:22]2[CH:31]=[CH:32][C:33]([S:35]([N:38]3[CH:42]=[C:41]([C:43]([NH:4][CH:1]([CH3:3])[CH3:2])=[O:44])[CH:40]=[N:39]3)(=[O:37])=[O:36])=[CH:34][C:21]=2[N:20]=1)([CH3:18])[CH2:16][CH3:17], predict the reactants needed to synthesize it. The reactants are: [CH:1]([NH2:4])([CH3:3])[CH3:2].CCN(C(C)C)C(C)C.[CH3:14][C:15]([C:19]1[N:23]([CH2:24][CH:25]2[CH2:30][CH2:29][O:28][CH2:27][CH2:26]2)[C:22]2[CH:31]=[CH:32][C:33]([S:35]([N:38]3[CH:42]=[C:41]([C:43](O)=[O:44])[CH:40]=[N:39]3)(=[O:37])=[O:36])=[CH:34][C:21]=2[N:20]=1)([CH3:18])[CH2:16][CH3:17].CN(C(ON1N=NC2C=CC=NC1=2)=[N+](C)C)C.F[P-](F)(F)(F)(F)F. (4) Given the product [CH3:50][O:49][C:46]1[CH:45]=[CH:44][C:43]([CH2:42][N:8]([CH2:7][C:6]2[CH:5]=[CH:4][C:3]([O:2][CH3:1])=[CH:52][CH:51]=2)[C:9]2[N:14]=[N:13][C:12]([CH2:15][CH2:26][CH:27]([F:41])[CH2:28][N:29]3[CH:33]=[C:32]([C:34]([OH:36])=[O:35])[N:31]=[N:30]3)=[CH:11][CH:10]=2)=[CH:48][CH:47]=1, predict the reactants needed to synthesize it. The reactants are: [CH3:1][O:2][C:3]1[CH:52]=[CH:51][C:6]([CH2:7][N:8]([CH2:42][C:43]2[CH:48]=[CH:47][C:46]([O:49][CH3:50])=[CH:45][CH:44]=2)[C:9]2[N:14]=[N:13][C:12]([C:15]([CH2:26][CH:27]([F:41])[CH2:28][N:29]3[CH:33]=[C:32]([C:34]([O:36]C(C)(C)C)=[O:35])[N:31]=[N:30]3)(C(OCC)=O)C(OCC)=O)=[CH:11][CH:10]=2)=[CH:5][CH:4]=1.C1COCC1.CO.[OH-].[Li+]. (5) The reactants are: [C:1]([O:5][C:6]([NH:8][C@H:9]1[CH2:13][CH2:12][CH2:11][C@H:10]1[NH:14][C:15]1[CH:24]=[C:23]([C:25]#[N:26])[C:18]([C:19](OC)=[O:20])=[C:17]([NH:27][C:28]2[CH:33]=[CH:32][CH:31]=[C:30]([S:34]([CH3:37])(=[O:36])=[O:35])[CH:29]=2)[N:16]=1)=[O:7])([CH3:4])([CH3:3])[CH3:2]. Given the product [CH3:37][S:34]([C:30]1[CH:29]=[C:28]([NH:27][C:17]2[C:18]3[C:19](=[O:20])[NH:26][CH2:25][C:23]=3[CH:24]=[C:15]([NH:14][C@@H:10]3[CH2:11][CH2:12][CH2:13][C@@H:9]3[NH:8][C:6](=[O:7])[O:5][C:1]([CH3:2])([CH3:3])[CH3:4])[N:16]=2)[CH:33]=[CH:32][CH:31]=1)(=[O:35])=[O:36], predict the reactants needed to synthesize it. (6) Given the product [CH2:25]([N:32]1[CH2:37][CH2:36][C:35]([CH2:20][C:16]2[CH:17]=[CH:18][CH:19]=[C:14]([Br:13])[N:15]=2)([OH:38])[CH2:34][CH2:33]1)[C:26]1[CH:27]=[CH:28][CH:29]=[CH:30][CH:31]=1, predict the reactants needed to synthesize it. The reactants are: C(NC(C)C)(C)C.C([Li])CCC.[Br:13][C:14]1[CH:19]=[CH:18][CH:17]=[C:16]([CH3:20])[N:15]=1.[Cl-].[Ce+3].[Cl-].[Cl-].[CH2:25]([N:32]1[CH2:37][CH2:36][C:35](=[O:38])[CH2:34][CH2:33]1)[C:26]1[CH:31]=[CH:30][CH:29]=[CH:28][CH:27]=1.[Cl-].[NH4+].